Dataset: Full USPTO retrosynthesis dataset with 1.9M reactions from patents (1976-2016). Task: Predict the reactants needed to synthesize the given product. The reactants are: [OH:1][C@@H:2]1[CH2:26][C@H:25]2[C@:20]([CH3:32])([CH2:21][CH2:22][C@@H:23]([O:27]S(C)(=O)=O)[CH2:24]2)[C@@H:19]2[C@@H:3]1[C@H:4]1[C@:16]([CH3:34])([C@@H:17]([OH:33])[CH2:18]2)[C@@H:7]([C@H:8]([CH3:15])[CH2:9][CH2:10][C:11]([O:13][CH3:14])=[O:12])[CH2:6][CH2:5]1.[CH2:35](O)[CH2:36][OH:37].N1C=CC=CC=1. Given the product [OH:1][C@@H:2]1[CH2:26][C@@H:25]2[C@:20]([CH3:32])([CH2:21][CH2:22][C@H:23]([O:27][CH2:35][CH2:36][OH:37])[CH2:24]2)[C@@H:19]2[C@@H:3]1[C@H:4]1[C@:16]([CH3:34])([C@@H:17]([OH:33])[CH2:18]2)[C@@H:7]([C@H:8]([CH3:15])[CH2:9][CH2:10][C:11]([O:13][CH3:14])=[O:12])[CH2:6][CH2:5]1, predict the reactants needed to synthesize it.